From a dataset of Forward reaction prediction with 1.9M reactions from USPTO patents (1976-2016). Predict the product of the given reaction. (1) Given the reactants [CH3:1][C:2]1[N:3]=[N:4][N:5]([CH3:37])[C:6]=1[C:7]1[CH:19]=[N:18][C:17]2[C:16]3[CH:15]=[CH:14][C:13]([C:20]([NH2:23])([CH3:22])[CH3:21])=[CH:12][C:11]=3[N:10]([C@@H:24]([CH:31]3[CH2:36][CH2:35][O:34][CH2:33][CH2:32]3)[C:25]3[CH:30]=[CH:29][CH:28]=[CH:27][CH:26]=3)[C:9]=2[CH:8]=1.CCN(C(C)C)C(C)C.Cl[C:48]([O:50][CH3:51])=[O:49].ClC([O-])=O, predict the reaction product. The product is: [CH3:1][C:2]1[N:3]=[N:4][N:5]([CH3:37])[C:6]=1[C:7]1[CH:19]=[N:18][C:17]2[C:16]3[CH:15]=[CH:14][C:13]([C:20]([NH:23][C:48](=[O:49])[O:50][CH3:51])([CH3:22])[CH3:21])=[CH:12][C:11]=3[N:10]([C@@H:24]([CH:31]3[CH2:36][CH2:35][O:34][CH2:33][CH2:32]3)[C:25]3[CH:26]=[CH:27][CH:28]=[CH:29][CH:30]=3)[C:9]=2[CH:8]=1. (2) Given the reactants [Cl:1][C:2]1[N:11]=[CH:10][C:9]2[N:8]([CH:12]3[CH2:14][CH2:13]3)[C:7](=[O:15])[CH:6]3[CH2:16][O:17][CH2:18][CH2:19][N:5]3[C:4]=2[N:3]=1.[CH3:20]S(C)=O.IC.CC([O-])(C)C.[Na+], predict the reaction product. The product is: [Cl:1][C:2]1[N:11]=[CH:10][C:9]2[N:8]([CH:12]3[CH2:13][CH2:14]3)[C:7](=[O:15])[C:6]3([CH3:20])[CH2:16][O:17][CH2:18][CH2:19][N:5]3[C:4]=2[N:3]=1. (3) Given the reactants [NH2:1][C:2]1[C:11](Br)=[CH:10][CH:9]=[CH:8][C:3]=1[C:4]([O:6][CH3:7])=[O:5].[B:13]1([B:13]2[O:17][C:16]([CH3:19])([CH3:18])[C:15]([CH3:21])([CH3:20])[O:14]2)[O:17][C:16]([CH3:19])([CH3:18])[C:15]([CH3:21])([CH3:20])[O:14]1.C([O-])(=O)C.[K+].C(Cl)Cl, predict the reaction product. The product is: [NH2:1][C:2]1[C:11]([B:13]2[O:17][C:16]([CH3:19])([CH3:18])[C:15]([CH3:21])([CH3:20])[O:14]2)=[CH:10][CH:9]=[CH:8][C:3]=1[C:4]([O:6][CH3:7])=[O:5].